Predict the product of the given reaction. From a dataset of Forward reaction prediction with 1.9M reactions from USPTO patents (1976-2016). (1) The product is: [N:1]1([CH2:6][C:8]2[CH:27]=[CH:26][C:11]([CH2:12][N:13]3[C:21]4[CH2:20][CH2:19][CH2:18][CH2:17][C:16]=4[C:15]([CH2:22][OH:23])=[N:14]3)=[CH:10][CH:9]=2)[CH2:2][CH2:3][CH2:4][CH2:5]1. Given the reactants [N:1]1([C:6]([C:8]2[CH:27]=[CH:26][C:11]([CH2:12][N:13]3[C:21]4[CH2:20][CH2:19][CH2:18][CH2:17][C:16]=4[C:15]([C:22](OC)=[O:23])=[N:14]3)=[CH:10][CH:9]=2)=O)[CH2:5][CH2:4][CH2:3][CH2:2]1.[H-].[Al+3].[Li+].[H-].[H-].[H-].O.O.O.O.O.O.O.O.O.O.S([O-])([O-])(=O)=O.[Na+].[Na+], predict the reaction product. (2) Given the reactants Cl[C:2]1[CH:7]=[C:6]([O:8][CH2:9][C:10]#[CH:11])[N:5]=[CH:4][N:3]=1.C(=O)([O-])[O-].[K+].[K+].[Cl:18][C:19]1[CH:24]=[CH:23][CH:22]=[CH:21][C:20]=1[OH:25].[Cl-].[NH4+], predict the reaction product. The product is: [Cl:18][C:19]1[CH:24]=[CH:23][CH:22]=[CH:21][C:20]=1[O:25][C:2]1[CH:7]=[C:6]([O:8][CH2:9][C:10]#[CH:11])[N:5]=[CH:4][N:3]=1. (3) The product is: [CH3:1][C:2]1[CH:11]=[CH:10][C:9]2[C:4](=[CH:5][CH:6]=[C:7]3[O:15][CH2:14][CH:13]([CH2:16][N:48]4[CH2:46][CH:43]([CH2:44][CH2:39][N:36]5[C:37]6[C:33](=[CH:32][CH:31]=[C:30]([C:28]#[N:29])[CH:38]=6)[CH:34]=[CH:35]5)[CH2:42]4)[O:12][C:8]3=2)[N:3]=1. Given the reactants [CH3:1][C:2]1[CH:11]=[CH:10][C:9]2[C:4](=[CH:5][CH:6]=[C:7]3[O:15][CH2:14][C@H:13]([CH2:16]OS(C4C=CC(Br)=CC=4)(=O)=O)[O:12][C:8]3=2)[N:3]=1.[C:28]([C:30]1[CH:38]=[C:37]2[C:33]([CH:34]=[CH:35][NH:36]2)=[CH:32][CH:31]=1)#[N:29].[C:39]1(O)[CH:44]=[CH:43][CH:42]=CC=1.[CH2:46]([N:48](CC)CC)C, predict the reaction product. (4) Given the reactants Br[C:2]1[CH:7]=[CH:6][C:5]([C:8]2[O:12][N:11]=[C:10]([CH3:13])[C:9]=2[CH:14]([C:16]2[N:17]=[N:18][N:19]([CH2:21][C:22]3[CH:27]=[CH:26][CH:25]=[C:24]([C:28]([F:31])([F:30])[F:29])[CH:23]=3)[CH:20]=2)[OH:15])=[CH:4][CH:3]=1.[CH2:32]([O:34][C:35](=[O:52])[CH2:36][C:37]1[CH:42]=[CH:41][C:40](B2OC(C)(C)C(C)(C)O2)=[CH:39][CH:38]=1)[CH3:33], predict the reaction product. The product is: [CH2:32]([O:34][C:35](=[O:52])[CH2:36][C:37]1[CH:42]=[CH:41][C:40]([C:2]2[CH:3]=[CH:4][C:5]([C:8]3[O:12][N:11]=[C:10]([CH3:13])[C:9]=3[CH:14]([OH:15])[C:16]3[N:17]=[N:18][N:19]([CH2:21][C:22]4[CH:27]=[CH:26][CH:25]=[C:24]([C:28]([F:30])([F:29])[F:31])[CH:23]=4)[CH:20]=3)=[CH:6][CH:7]=2)=[CH:39][CH:38]=1)[CH3:33]. (5) Given the reactants [O:1]1[CH:5]=[CH:4][C:3]([C:6]2[CH:7]=[C:8]([C:23]([F:26])([F:25])[F:24])[C:9]3[N:10]([C:12]([CH2:18][C:19]([O:21][CH3:22])=[O:20])=[C:13]([C:15](O)=[O:16])[N:14]=3)[CH:11]=2)=[CH:2]1.[S:27]1[CH:31]=[CH:30][CH:29]=[C:28]1[CH2:32][NH2:33].CN(C(ON1N=NC2C=CC=NC1=2)=[N+](C)C)C.F[P-](F)(F)(F)(F)F.C(N(C(C)C)CC)(C)C, predict the reaction product. The product is: [CH3:22][O:21][C:19](=[O:20])[CH2:18][C:12]1[N:10]2[CH:11]=[C:6]([C:3]3[CH:4]=[CH:5][O:1][CH:2]=3)[CH:7]=[C:8]([C:23]([F:24])([F:25])[F:26])[C:9]2=[N:14][C:13]=1[C:15](=[O:16])[NH:33][CH2:32][C:28]1[S:27][CH:31]=[CH:30][CH:29]=1. (6) Given the reactants [CH3:1][C:2]1([CH3:39])[S:7](=[O:9])(=[O:8])[C@@H:6]2[CH2:10][C@H:11]([CH3:22])[O:12][C:13]3[CH:18]=[CH:17][C:16]([N+:19]([O-])=O)=[CH:15][C:14]=3[C@@:5]2([CH3:23])[N:4]=[C:3]1[N:24]([C:32]([O:34][C:35]([CH3:38])([CH3:37])[CH3:36])=[O:33])[C:25](=[O:31])[O:26][C:27]([CH3:30])([CH3:29])[CH3:28].CO, predict the reaction product. The product is: [NH2:19][C:16]1[CH:17]=[CH:18][C:13]2[O:12][C@@H:11]([CH3:22])[CH2:10][C@H:6]3[S:7](=[O:8])(=[O:9])[C:2]([CH3:39])([CH3:1])[C:3]([N:24]([C:25]([O:26][C:27]([CH3:28])([CH3:29])[CH3:30])=[O:31])[C:32](=[O:33])[O:34][C:35]([CH3:36])([CH3:37])[CH3:38])=[N:4][C@:5]3([CH3:23])[C:14]=2[CH:15]=1. (7) The product is: [CH3:62][N:63]([C:64]1[S:65][C:66]([C:69]2[CH:70]=[N:71][CH:72]=[CH:73][CH:74]=2)=[N:67][N:68]=1)[C:34](=[O:35])[CH2:33][CH2:32][S:31][C:12]([C:13]1[CH:14]=[CH:15][CH:16]=[CH:17][CH:18]=1)([C:25]1[CH:26]=[CH:27][CH:28]=[CH:29][CH:30]=1)[C:19]1[CH:20]=[CH:21][CH:22]=[CH:23][CH:24]=1. Given the reactants C(Cl)(=O)C(Cl)=O.CN(C)C=O.[C:12]([S:31][CH2:32][CH2:33][C:34](O)=[O:35])([C:25]1[CH:30]=[CH:29][CH:28]=[CH:27][CH:26]=1)([C:19]1[CH:24]=[CH:23][CH:22]=[CH:21][CH:20]=1)[C:13]1[CH:18]=[CH:17][CH:16]=[CH:15][CH:14]=1.C(SCCC(Cl)=O)(C1C=CC=CC=1)(C1C=CC=CC=1)C1C=CC=CC=1.[CH3:62][NH:63][C:64]1[S:65][C:66]([C:69]2[CH:70]=[N:71][CH:72]=[CH:73][CH:74]=2)=[N:67][N:68]=1, predict the reaction product. (8) The product is: [CH3:27][C@H:28]([O:25][C:8]1[CH:7]=[CH:16][C:15]([O:17][CH2:18][C:19]2[CH:20]=[CH:21][CH:22]=[CH:23][CH:24]=2)=[CH:14][C:9]=1[C:10]([OH:12])=[O:11])[CH2:29][O:30][CH3:31]. Given the reactants C[C@H](O[C:7]1[CH:8]=[C:9]([CH:14]=[C:15]([O:17][CH2:18][C:19]2[CH:24]=[CH:23][CH:22]=[CH:21][CH:20]=2)[CH:16]=1)[C:10]([O:12]C)=[O:11])COC.[OH-:25].[Na+].[CH2:27]1[CH2:31][O:30][CH2:29][CH2:28]1, predict the reaction product.